From a dataset of Retrosynthesis with 50K atom-mapped reactions and 10 reaction types from USPTO. Predict the reactants needed to synthesize the given product. Given the product C=CC12CCC(C(=O)OC)(CC1)CC2, predict the reactants needed to synthesize it. The reactants are: COC(=O)C12CCC(C=O)(CC1)CC2.C[Si](C)(C)[N-][Si](C)(C)C.